Dataset: Full USPTO retrosynthesis dataset with 1.9M reactions from patents (1976-2016). Task: Predict the reactants needed to synthesize the given product. (1) Given the product [CH:1]([C:4]1[C:5]([O:16][CH2:17][O:18][CH3:19])=[C:6]([C:29]2[C:25]3[CH:24]=[C:23]([C:20](=[O:22])[CH3:21])[CH:39]=[CH:38][C:26]=3[S:27][CH:28]=2)[CH:7]=[C:8]([CH:10]([CH3:12])[CH3:11])[CH:9]=1)([CH3:3])[CH3:2], predict the reactants needed to synthesize it. The reactants are: [CH:1]([C:4]1[C:5]([O:16][CH2:17][O:18][CH3:19])=[C:6](B(O)O)[CH:7]=[C:8]([CH:10]([CH3:12])[CH3:11])[CH:9]=1)([CH3:3])[CH3:2].[C:20]([C:23]1[CH:39]=[CH:38][C:26]2[S:27][CH:28]=[C:29](OS(C(F)(F)F)(=O)=O)[C:25]=2[CH:24]=1)(=[O:22])[CH3:21].C(=O)([O-])[O-].[Na+].[Na+]. (2) Given the product [CH2:15]([O:11][CH:8]1[CH2:9][CH2:10][C:5]2([O:4][CH2:3][CH2:2][O:1]2)[CH2:6][CH2:7]1)[CH2:16][CH3:17], predict the reactants needed to synthesize it. The reactants are: [O:1]1[C:5]2([CH2:10][CH2:9][CH:8]([OH:11])[CH2:7][CH2:6]2)[O:4][CH2:3][CH2:2]1.[H-].[Na+].Br[CH2:15][CH2:16][CH3:17].CO. (3) Given the product [Cl:1][C:2]1[N:3]=[C:4]([N:14]2[CH2:19][CH2:18][O:17][CH2:16][CH2:15]2)[C:5]2[S:10][C:9]([CH2:11][NH:12][CH2:13][CH:26]3[CH2:27][CH2:28][N:23]([CH:20]4[CH2:22][CH2:21]4)[CH2:24][CH2:25]3)=[CH:8][C:6]=2[N:7]=1, predict the reactants needed to synthesize it. The reactants are: [Cl:1][C:2]1[N:3]=[C:4]([N:14]2[CH2:19][CH2:18][O:17][CH2:16][CH2:15]2)[C:5]2[S:10][C:9]([CH2:11][NH:12][CH3:13])=[CH:8][C:6]=2[N:7]=1.[CH:20]1([N:23]2[CH2:28][CH2:27][C:26](=O)[CH2:25][CH2:24]2)[CH2:22][CH2:21]1. (4) Given the product [N+:1]([C:4]1[CH:12]=[CH:11][C:7]([C:8]([O:33][CH2:32][CH2:31][NH:30][C:28]([O:27][CH2:26][CH:24]2[C:23]3[CH:22]=[CH:21][CH:20]=[CH:19][C:18]=3[C:17]3[C:25]2=[CH:13][CH:14]=[CH:15][CH:16]=3)=[O:29])=[O:9])=[CH:6][CH:5]=1)([O-:3])=[O:2], predict the reactants needed to synthesize it. The reactants are: [N+:1]([C:4]1[CH:12]=[CH:11][C:7]([C:8](Cl)=[O:9])=[CH:6][CH:5]=1)([O-:3])=[O:2].[CH:13]1[C:25]2[CH:24]([CH2:26][O:27][C:28]([NH:30][CH2:31][CH2:32][OH:33])=[O:29])[C:23]3[C:18](=[CH:19][CH:20]=[CH:21][CH:22]=3)[C:17]=2[CH:16]=[CH:15][CH:14]=1.C(N(CC)CC)C. (5) Given the product [Cl:17][C:18]1[CH:23]=[CH:22][CH:21]=[CH:20][C:19]=1[S:24]([NH:13][C:12]1[CH:14]=[CH:15][C:9]([B:4]2[O:3][C:2]([CH3:16])([CH3:1])[C:6]([CH3:7])([CH3:8])[O:5]2)=[CH:10][CH:11]=1)(=[O:26])=[O:25], predict the reactants needed to synthesize it. The reactants are: [CH3:1][C:2]1([CH3:16])[C:6]([CH3:8])([CH3:7])[O:5][B:4]([C:9]2[CH:15]=[CH:14][C:12]([NH2:13])=[CH:11][CH:10]=2)[O:3]1.[Cl:17][C:18]1[CH:23]=[CH:22][CH:21]=[CH:20][C:19]=1[S:24](Cl)(=[O:26])=[O:25].